This data is from Forward reaction prediction with 1.9M reactions from USPTO patents (1976-2016). The task is: Predict the product of the given reaction. (1) Given the reactants [CH2:1]([O:17][CH2:18][CH:19]([CH2:21][OH:22])[OH:20])[CH2:2][CH2:3][CH2:4][CH2:5][CH2:6][CH2:7][CH2:8][CH2:9][CH2:10][CH2:11][CH2:12][CH2:13][CH2:14][CH2:15][CH3:16].[C:23]1([C:29]([C:37]2[CH:42]=[CH:41][CH:40]=[CH:39][CH:38]=2)([C:31]2[CH:36]=[CH:35][CH:34]=[CH:33][CH:32]=2)Cl)[CH:28]=[CH:27][CH:26]=[CH:25][CH:24]=1.O1CCCC1.C(#N)C, predict the reaction product. The product is: [CH2:1]([O:17][CH2:18][C@H:19]([CH2:21][O:22][C:29]([C:23]1[CH:28]=[CH:27][CH:26]=[CH:25][CH:24]=1)([C:37]1[CH:38]=[CH:39][CH:40]=[CH:41][CH:42]=1)[C:31]1[CH:32]=[CH:33][CH:34]=[CH:35][CH:36]=1)[OH:20])[CH2:2][CH2:3][CH2:4][CH2:5][CH2:6][CH2:7][CH2:8][CH2:9][CH2:10][CH2:11][CH2:12][CH2:13][CH2:14][CH2:15][CH3:16]. (2) Given the reactants [N:1]([C:4]1[S:8][C:7]2[CH2:9][CH2:10][CH2:11][CH2:12][C:6]=2[C:5]=1[C:13]([O:15]C)=O)=[C:2]=[S:3].[CH3:17][C:18]1[N:19]=[CH:20][N:21]([CH2:23][CH2:24][CH2:25][NH2:26])[CH:22]=1, predict the reaction product. The product is: [CH3:17][C:18]1[N:19]=[CH:20][N:21]([CH2:23][CH2:24][CH2:25][N:26]2[C:13](=[O:15])[C:5]3[C:6]4[CH2:12][CH2:11][CH2:10][CH2:9][C:7]=4[S:8][C:4]=3[NH:1][C:2]2=[S:3])[CH:22]=1. (3) Given the reactants C1([NH:7][C:8]([C:10]2[C:11](=[O:23])[N:12]([CH3:22])[C:13]3[C:18]([C:19]=2[Cl:20])=[CH:17][C:16](O)=[CH:15][CH:14]=3)=O)CCCCC1.P(Cl)(Cl)([Cl:26])=O, predict the reaction product. The product is: [Cl:20][C:19]1[C:18]2[C:13](=[CH:14][CH:15]=[C:16]([Cl:26])[CH:17]=2)[N:12]([CH3:22])[C:11](=[O:23])[C:10]=1[C:8]#[N:7]. (4) Given the reactants [CH3:1][NH:2][C:3]([C:5]1[CH:6]=[C:7]([CH:18]=[CH:19][CH:20]=1)[O:8][C:9]1[CH:14]=[CH:13][C:12]([N+:15]([O-])=O)=[CH:11][CH:10]=1)=[O:4], predict the reaction product. The product is: [CH3:1][NH:2][C:3]([C:5]1[CH:6]=[C:7]([CH:18]=[CH:19][CH:20]=1)[O:8][C:9]1[CH:14]=[CH:13][C:12]([NH2:15])=[CH:11][CH:10]=1)=[O:4]. (5) Given the reactants [NH2:1][C:2]1[CH:3]=[CH:4][C:5]([O:38][CH3:39])=[C:6]([NH:8][C:9]2[N:10]=[C:11]([NH:27][C:28]3[CH:37]=[CH:36][CH:35]=[CH:34][C:29]=3[C:30]([NH:32][CH3:33])=[O:31])[C:12]3[C:17]([Cl:18])=[CH:16][N:15]([CH2:19][O:20][CH2:21][CH2:22][Si:23]([CH3:26])([CH3:25])[CH3:24])[C:13]=3[N:14]=2)[CH:7]=1.CCN(C(C)C)C(C)C.[C:49](Cl)(=[O:52])[CH:50]=[CH2:51], predict the reaction product. The product is: [C:49]([NH:1][C:2]1[CH:3]=[CH:4][C:5]([O:38][CH3:39])=[C:6]([NH:8][C:9]2[N:10]=[C:11]([NH:27][C:28]3[CH:37]=[CH:36][CH:35]=[CH:34][C:29]=3[C:30]([NH:32][CH3:33])=[O:31])[C:12]3[C:17]([Cl:18])=[CH:16][N:15]([CH2:19][O:20][CH2:21][CH2:22][Si:23]([CH3:26])([CH3:24])[CH3:25])[C:13]=3[N:14]=2)[CH:7]=1)(=[O:52])[CH:50]=[CH2:51]. (6) Given the reactants [N:1]1[CH:6]=[CH:5][CH:4]=[CH:3][C:2]=1[C:7]1[N:12]=[C:11]([CH3:13])[C:10]([C:14]([OH:16])=O)=[CH:9][N:8]=1.[CH2:17]([C:19]1[C:27]2[C:22](=[CH:23][CH:24]=[C:25]([O:28][C:29]([F:32])([F:31])[F:30])[CH:26]=2)[N:21]([NH2:33])[CH:20]=1)[CH3:18].C[N+]1(C2N=C(OC)N=C(OC)N=2)CCOCC1.[Cl-], predict the reaction product. The product is: [CH2:17]([C:19]1[C:27]2[C:22](=[CH:23][CH:24]=[C:25]([O:28][C:29]([F:30])([F:32])[F:31])[CH:26]=2)[N:21]([NH:33][C:14]([C:10]2[C:11]([CH3:13])=[N:12][C:7]([C:2]3[CH:3]=[CH:4][CH:5]=[CH:6][N:1]=3)=[N:8][CH:9]=2)=[O:16])[CH:20]=1)[CH3:18]. (7) The product is: [Br:16][CH2:17][CH2:18][CH2:19][CH2:20][CH2:21][CH2:22][O:1][C:2]1[CH:3]=[CH:4][C:5]([C:6]([C:8]2[CH:13]=[CH:12][CH:11]=[CH:10][CH:9]=2)=[O:7])=[CH:14][CH:15]=1. Given the reactants [OH:1][C:2]1[CH:15]=[CH:14][C:5]([C:6]([C:8]2[CH:13]=[CH:12][CH:11]=[CH:10][CH:9]=2)=[O:7])=[CH:4][CH:3]=1.[Br:16][CH2:17][CH2:18][CH2:19][CH2:20][CH2:21][CH2:22]Br.C(=O)([O-])[O-].[K+].[K+], predict the reaction product. (8) Given the reactants [H-].[Na+].[CH3:3][C:4]1[CH:5]=[C:6]([OH:19])[CH:7]=[CH:8][C:9]=1[CH2:10][CH2:11][CH2:12][CH2:13][N:14]1[CH:18]=[CH:17][N:16]=[N:15]1.Cl[CH2:21][C:22]1[C:23]([CH3:39])=[N:24][C:25]([C:28]2[CH:33]=[CH:32][C:31]([O:34][C:35]([F:38])([F:37])[F:36])=[CH:30][CH:29]=2)=[CH:26][CH:27]=1.O, predict the reaction product. The product is: [CH3:39][C:23]1[C:22]([CH2:21][O:19][C:6]2[CH:7]=[CH:8][C:9]([CH2:10][CH2:11][CH2:12][CH2:13][N:14]3[CH:18]=[CH:17][N:16]=[N:15]3)=[C:4]([CH3:3])[CH:5]=2)=[CH:27][CH:26]=[C:25]([C:28]2[CH:29]=[CH:30][C:31]([O:34][C:35]([F:37])([F:38])[F:36])=[CH:32][CH:33]=2)[N:24]=1.